Dataset: Forward reaction prediction with 1.9M reactions from USPTO patents (1976-2016). Task: Predict the product of the given reaction. (1) Given the reactants [CH:1]1([C:7]#[CH:8])[CH2:6][CH2:5][CH2:4][CH2:3][CH2:2]1.C(N(CC)CC)C.Cl[C:17]1[CH:24]=[CH:23][C:20]([C:21]#[N:22])=[CH:19][N:18]=1, predict the reaction product. The product is: [CH:1]1([C:7]#[C:8][C:17]2[CH:24]=[CH:23][C:20]([C:21]#[N:22])=[CH:19][N:18]=2)[CH2:6][CH2:5][CH2:4][CH2:3][CH2:2]1. (2) Given the reactants [CH2:1]([O:3][C:4](=[O:17])[C:5]1[CH:6]=[C:7]([CH:11]=[CH:12][C:13]=1[O:14][CH2:15][CH3:16])[C:8]([OH:10])=O)[CH3:2].[NH:18]1[CH2:23][CH2:22][CH2:21][CH2:20][CH2:19]1.CN(C(ON1N=NC2C=CC=CC1=2)=[N+](C)C)C.F[P-](F)(F)(F)(F)F.C(N(CC)C(C)C)(C)C, predict the reaction product. The product is: [CH2:1]([O:3][C:4](=[O:17])[C:5]1[CH:6]=[C:7]([C:8]([N:18]2[CH2:23][CH2:22][CH2:21][CH2:20][CH2:19]2)=[O:10])[CH:11]=[CH:12][C:13]=1[O:14][CH2:15][CH3:16])[CH3:2].